Dataset: Full USPTO retrosynthesis dataset with 1.9M reactions from patents (1976-2016). Task: Predict the reactants needed to synthesize the given product. (1) Given the product [CH2:1]([O:2][C:3](=[O:42])[C@H:4]([N:22]1[CH2:26][CH2:25][C@H:24]([NH:27][S:28]([C:31]2[S:35][C:34]([N:36]3[CH2:37][CH2:38][CH2:39][CH2:40]3)=[N:33][CH:32]=2)(=[O:29])=[O:30])[C:23]1=[O:41])[CH2:5][C:6]1[CH:7]=[C:8]2[C:13](=[CH:14][C:15]=1[O:16][C:17]([F:18])([F:19])[F:20])[C:12]([NH2:21])=[N:11][CH:10]=[CH:9]2)[CH2:43][CH3:44], predict the reactants needed to synthesize it. The reactants are: [CH3:1][O:2][C:3](=[O:42])[C@H:4]([N:22]1[CH2:26][CH2:25][C@H:24]([NH:27][S:28]([C:31]2[S:35][C:34]([N:36]3[CH2:40][CH2:39][CH2:38][CH2:37]3)=[N:33][CH:32]=2)(=[O:30])=[O:29])[C:23]1=[O:41])[CH2:5][C:6]1[CH:7]=[C:8]2[C:13](=[CH:14][C:15]=1[O:16][C:17]([F:20])([F:19])[F:18])[C:12]([NH2:21])=[N:11][CH:10]=[CH:9]2.[CH2:43](O)[CH2:44]C. (2) Given the product [F:38][C:15]([F:14])([F:37])[C:16]1[CH:17]=[CH:18][C:19]([O:22][C:23]2[CH:24]=[C:25](/[CH:29]=[C:30]3/[CH:35]4[CH2:2][CH2:1][CH:32]([CH2:31]/3)[CH:33]([NH2:36])[CH2:34]4)[CH:26]=[CH:27][CH:28]=2)=[N:20][CH:21]=1, predict the reactants needed to synthesize it. The reactants are: [CH:1]12CCC(C(=O)C1)C[C:2]12OCCO1.[F:14][C:15]([F:38])([F:37])[C:16]1[CH:17]=[CH:18][C:19]([O:22][C:23]2[CH:24]=[C:25]([CH:29]=[C:30]3[CH2:35][CH2:34][CH:33]([NH2:36])[CH2:32][CH2:31]3)[CH:26]=[CH:27][CH:28]=2)=[N:20][CH:21]=1.